From a dataset of Forward reaction prediction with 1.9M reactions from USPTO patents (1976-2016). Predict the product of the given reaction. (1) Given the reactants [CH3:1][O:2][C:3]([CH:5]1[C:11]2[NH:12][C:13]3[CH:14]=[CH:15][CH:16]=[CH:17][C:18]=3[C:10]=2[CH2:9][CH2:8][NH:7][CH2:6]1)=[O:4].[C:19](O[C:19]([O:21][C:22]([CH3:25])([CH3:24])[CH3:23])=[O:20])([O:21][C:22]([CH3:25])([CH3:24])[CH3:23])=[O:20].C(N(CC)CC)C, predict the reaction product. The product is: [CH3:1][O:2][C:3]([CH:5]1[C:11]2[NH:12][C:13]3[CH:14]=[CH:15][CH:16]=[CH:17][C:18]=3[C:10]=2[CH2:9][CH2:8][N:7]([C:19]([O:21][C:22]([CH3:25])([CH3:24])[CH3:23])=[O:20])[CH2:6]1)=[O:4]. (2) Given the reactants [Cl:1][C:2]1[CH:7]=[C:6]([C:8]2[CH:13]=CC(F)=CC=2)N=C(N2CCCC2C)[N:3]=1.ClC1C(N2CCN[C@H](C)C2)=[N:24]C(OC)=CC=1.[C:37]([O-:40])([O-])=O.[K+].[K+], predict the reaction product. The product is: [Cl:1][C:2]1[C:7]([NH2:24])=[CH:6][CH:8]=[C:13]([O:40][CH3:37])[N:3]=1. (3) The product is: [CH3:8][CH:5]1[CH2:6][CH2:7][C:2]([C:9]([O:11][CH3:12])=[O:10])([C:22]([O:21][CH3:20])=[O:23])[CH2:3][CH2:4]1. Given the reactants C[C:2]1([C:9]([OH:11])=[O:10])[CH2:7][CH2:6][CH:5]([CH3:8])[CH2:4][CH2:3]1.[CH:12](NC(C)C)(C)C.[Li].[CH3:20][O:21][C:22](Cl)=[O:23], predict the reaction product. (4) The product is: [Cl-:1].[Cl-:1].[CH:3]1([Zr+2:12][CH:13]2[C:21]3[C:16](=[CH:17][CH:18]=[CH:19][CH:20]=3)[CH:15]=[C:14]2[C:27]2[CH:32]=[CH:31][CH:30]=[CH:29][CH:28]=2)[C:11]2[CH:6]([CH2:7][CH:8]=[CH:9][CH:10]=2)[CH2:5][CH2:4]1. Given the reactants [Cl-:1].[Cl-].[CH:3]1([Zr+2:12][CH:13]2[C:21]3[CH:16]([CH2:17][CH:18]=[CH:19][CH:20]=3)[CH2:15][CH2:14]2)[C:11]2[CH:6]([CH2:7][CH:8]=[CH:9][CH:10]=2)[CH2:5][CH2:4]1.[Cl-].[Zr+4].[Cl-].[Cl-].[Cl-].[C:27]1(C2C([Li])[C:27]3[C:32](C=2)=[CH:31][CH:30]=[CH:29][CH:28]=3)[CH:32]=[CH:31][CH:30]=[CH:29][CH:28]=1, predict the reaction product. (5) Given the reactants [Cl-].[Al+3].[Cl-].[Cl-].[C:5](Cl)(=[O:7])[CH3:6].[F:9][C:10]1[CH:15]=[CH:14][CH:13]=[CH:12][C:11]=1[O:16][CH3:17], predict the reaction product. The product is: [F:9][C:10]1[CH:15]=[C:14]([C:5](=[O:7])[CH3:6])[CH:13]=[CH:12][C:11]=1[O:16][CH3:17]. (6) Given the reactants C(C1NC=CN=1)(C1NC=CN=1)=O.[N+:13]([C:16]1[CH:17]=[C:18]([C:26]([O-:28])=O)[CH:19]=[C:20]([CH:25]=1)[C:21]([O:23][CH3:24])=[O:22])([O-:15])=[O:14].[CH2:29]([NH:32][CH2:33][CH2:34][CH3:35])[CH2:30][CH3:31], predict the reaction product. The product is: [CH2:29]([N:32]([CH2:33][CH2:34][CH3:35])[C:26]([C:18]1[CH:19]=[C:20]([CH:25]=[C:16]([N+:13]([O-:15])=[O:14])[CH:17]=1)[C:21]([O:23][CH3:24])=[O:22])=[O:28])[CH2:30][CH3:31]. (7) Given the reactants Cl.C([N:9]1[C:17]2[N:16]3[N:18]=[C:19]([CH3:30])[C:20]([C:21]4[C:26]([CH3:27])=[CH:25][C:24]([CH3:28])=[CH:23][C:22]=4[CH3:29])=[C:15]3[N:14]=[C:13]([CH3:31])[C:12]=2[CH2:11][CH2:10]1)C1C=CC=CC=1.O.C(O)C, predict the reaction product. The product is: [C:26]1([CH3:27])[CH:25]=[C:24]([CH3:28])[CH:23]=[C:22]([CH3:29])[C:21]=1[C:20]1[C:19]([CH3:30])=[N:18][N:16]2[C:17]3[NH:9][CH2:10][CH2:11][C:12]=3[C:13]([CH3:31])=[N:14][C:15]=12. (8) Given the reactants [CH:1]([C:4]1[CH:5]=[N:6][N:7]2[C:12]([NH:13][CH2:14][C:15]3[CH:20]=[CH:19][CH:18]=[CH:17][C:16]=3[N:21]3[CH:25]=[CH:24][CH:23]=[N:22]3)=[N:11][C:10](S(C)(=O)=O)=[N:9][C:8]=12)([CH3:3])[CH3:2].[OH-:30].[Li+].Cl, predict the reaction product. The product is: [N:21]1([C:16]2[CH:17]=[CH:18][CH:19]=[CH:20][C:15]=2[CH2:14][NH:13][C:12]2[N:7]3[N:6]=[CH:5][C:4]([CH:1]([CH3:3])[CH3:2])=[C:8]3[N:9]=[C:10]([OH:30])[N:11]=2)[CH:25]=[CH:24][CH:23]=[N:22]1. (9) Given the reactants [ClH:1].Cl.[CH2:3]([N:5]1[CH2:9][CH2:8][C@H:7]([NH:10][CH3:11])[CH2:6]1)[CH3:4].C(N1CC[C@@H](N(C)C(=O)OCC2C=CC=CC=2)C1)C, predict the reaction product. The product is: [ClH:1].[ClH:1].[CH2:3]([N:5]1[CH2:9][CH2:8][C@@H:7]([NH:10][CH3:11])[CH2:6]1)[CH3:4]. (10) The product is: [CH2:4]([O:3]/[CH:1]=[CH:2]/[B:6]1[O:14][C:11]([CH3:13])([CH3:12])[C:8]([CH3:10])([CH3:9])[O:7]1)[CH3:5]. Given the reactants [CH2:1]([O:3][C:4]#[CH:5])[CH3:2].[BH3:6].[OH:7][C:8]([C:11]([OH:14])([CH3:13])[CH3:12])([CH3:10])[CH3:9], predict the reaction product.